Dataset: Full USPTO retrosynthesis dataset with 1.9M reactions from patents (1976-2016). Task: Predict the reactants needed to synthesize the given product. (1) The reactants are: [NH2:1][CH2:2][CH2:3][N:4]1[C:12]2[CH:11]=[CH:10][N:9]=[C:8]([NH2:13])[C:7]=2[N:6]=[C:5]1[S:14][C:15]1[C:23]([S:24][CH3:25])=[CH:22][C:18]2[O:19][CH2:20][O:21][C:17]=2[CH:16]=1.[CH:26](=O)[C:27]([CH3:30])([CH3:29])[CH3:28].[BH3-]C#N.[Na+]. Given the product [CH3:25][S:24][C:23]1[C:15]([S:14][C:5]2[N:4]([CH2:3][CH2:2][NH:1][CH2:26][C:27]([CH3:30])([CH3:29])[CH3:28])[C:12]3[CH:11]=[CH:10][N:9]=[C:8]([NH2:13])[C:7]=3[N:6]=2)=[CH:16][C:17]2[O:21][CH2:20][O:19][C:18]=2[CH:22]=1, predict the reactants needed to synthesize it. (2) Given the product [CH:35]1([NH:38][C:22](=[O:24])[C:21]2[CH:25]=[CH:26][C:18]([C:2]3[N:6]4[CH:7]=[CH:8][N:9]=[C:10]([NH:11][CH2:12][CH:13]([CH3:15])[CH3:14])[C:5]4=[N:4][CH:3]=3)=[C:19]([CH3:27])[CH:20]=2)[CH2:37][CH2:36]1, predict the reactants needed to synthesize it. The reactants are: Br[C:2]1[N:6]2[CH:7]=[CH:8][N:9]=[C:10]([NH:11][CH2:12][CH:13]([CH3:15])[CH3:14])[C:5]2=[N:4][CH:3]=1.OB(O)[C:18]1[CH:26]=[CH:25][C:21]([C:22]([OH:24])=O)=[CH:20][C:19]=1[CH3:27].C(=O)([O-])[O-].[K+].[K+].[CH:35]1([NH2:38])[CH2:37][CH2:36]1.CN(C(ON1N=NC2C=CC=NC1=2)=[N+](C)C)C.F[P-](F)(F)(F)(F)F.CN1CCOCC1. (3) Given the product [C:11]1([C:2]2[CH:7]=[CH:6][N:5]=[CH:4][C:3]=2[N+:8]([O-:10])=[O:9])[CH2:16][CH2:15][CH2:14][CH2:13][CH:12]=1, predict the reactants needed to synthesize it. The reactants are: Cl[C:2]1[CH:7]=[CH:6][N:5]=[CH:4][C:3]=1[N+:8]([O-:10])=[O:9].[C:11]1(B(O)O)[CH2:16][CH2:15][CH2:14][CH2:13][CH:12]=1. (4) Given the product [NH:19]1[CH2:18][CH2:17][N:20]=[C:1]1[CH:3]1[CH2:8][CH2:7][CH:6]([NH:9][C:10](=[O:16])[O:11][C:12]([CH3:15])([CH3:14])[CH3:13])[CH2:5][CH2:4]1, predict the reactants needed to synthesize it. The reactants are: [CH:1]([CH:3]1[CH2:8][CH2:7][CH:6]([NH:9][C:10](=[O:16])[O:11][C:12]([CH3:15])([CH3:14])[CH3:13])[CH2:5][CH2:4]1)=O.[CH2:17]([NH2:20])[CH2:18][NH2:19].C(=O)([O-])[O-].[K+].[K+].II. (5) Given the product [CH:27]([C:23]1[N:22]=[C:21]([CH2:20][N:10]2[C:11]3[C:16](=[C:15]([N+:17]([O-:19])=[O:18])[CH:14]=[CH:13][CH:12]=3)[C:5]([CH3:6])=[N:9]2)[CH:26]=[CH:25][CH:24]=1)([CH3:29])[CH3:28], predict the reactants needed to synthesize it. The reactants are: O1[CH2:6][CH2:5]OCC1.BrC1[C:16]2[C:11](=[CH:12][CH:13]=[CH:14][C:15]=2[N+:17]([O-:19])=[O:18])[N:10]([CH2:20][C:21]2[CH:26]=[CH:25][CH:24]=[C:23]([CH:27]([CH3:29])[CH3:28])[N:22]=2)[N:9]=1.CB(O)O.C(=O)([O-])[O-].[K+].[K+]. (6) The reactants are: C(OC(=O)[NH:7][C@H:8]([C:10]1[N:18]([C:19]2[CH:24]=[CH:23][CH:22]=[CH:21][CH:20]=2)[C:13]2=[N:14][CH:15]=[CH:16][CH:17]=[C:12]2[N:11]=1)[CH3:9])(C)(C)C.C(O)(C(F)(F)F)=O. Given the product [C:19]1([N:18]2[C:13]3=[N:14][CH:15]=[CH:16][CH:17]=[C:12]3[N:11]=[C:10]2[C@@H:8]([NH2:7])[CH3:9])[CH:20]=[CH:21][CH:22]=[CH:23][CH:24]=1, predict the reactants needed to synthesize it. (7) Given the product [CH2:1]([NH:3][C:4]([NH:6][C:7]1[CH:12]=[CH:11][C:10]([C:13]2[N:14]=[C:15]([N:22]3[CH2:27][CH2:26][O:25][CH2:24][C@@H:23]3[CH3:28])[C:16]3[CH2:21][N:20]([CH2:29][C:30]([CH3:33])([CH3:32])[CH3:31])[CH2:19][C:17]=3[N:18]=2)=[CH:9][CH:8]=1)=[O:5])[CH3:2], predict the reactants needed to synthesize it. The reactants are: [CH2:1]([NH:3][C:4]([NH:6][C:7]1[CH:12]=[CH:11][C:10]([C:13]2[N:14]=[C:15]([N:22]3[CH2:27][CH2:26][O:25][CH2:24][C@@H:23]3[CH3:28])[C:16]3[CH2:21][NH:20][CH2:19][C:17]=3[N:18]=2)=[CH:9][CH:8]=1)=[O:5])[CH3:2].[CH3:29][C:30]([CH:33]=O)([CH3:32])[CH3:31].